This data is from Full USPTO retrosynthesis dataset with 1.9M reactions from patents (1976-2016). The task is: Predict the reactants needed to synthesize the given product. (1) Given the product [CH2:1]([O:8][CH2:9][C@H:10]1[CH2:14][CH2:13][C@@H:12]([N:15]([CH3:26])[S:16]([C:19]2[CH:20]=[N:21][C:22]([NH:28][NH2:29])=[CH:23][CH:24]=2)(=[O:18])=[O:17])[CH2:11]1)[C:2]1[CH:7]=[CH:6][CH:5]=[CH:4][CH:3]=1, predict the reactants needed to synthesize it. The reactants are: [CH2:1]([O:8][CH2:9][C@H:10]1[CH2:14][CH2:13][C@@H:12]([N:15]([CH3:26])[S:16]([C:19]2[CH:20]=[N:21][C:22](Cl)=[CH:23][CH:24]=2)(=[O:18])=[O:17])[CH2:11]1)[C:2]1[CH:7]=[CH:6][CH:5]=[CH:4][CH:3]=1.O.[NH2:28][NH2:29]. (2) Given the product [CH3:21][O:20][C:16]1[CH:15]=[C:14]2[C:19]([C:11]3[CH:10]=[C:9]([OH:8])[N:23]=[C:22]([CH3:24])[C:12]=3[NH:13]2)=[CH:18][CH:17]=1, predict the reactants needed to synthesize it. The reactants are: C([O:8][C:9]1[N:23]=[C:22]([CH3:24])[C:12]2[NH:13][C:14]3[C:19]([C:11]=2[CH:10]=1)=[CH:18][CH:17]=[C:16]([O:20][CH3:21])[CH:15]=3)C1C=CC=CC=1. (3) Given the product [CH2:1]([O:4][N:5]1[C:11](=[O:12])[N:10]2[CH2:13][C@H:6]1[C:7]([CH3:17])=[CH:8][C@H:9]2[C:14]([NH:18][CH2:19][C:20]1[N:21]([O:37][CH:38]([C:39]2[CH:40]=[CH:41][CH:42]=[CH:43][CH:44]=2)[C:45]2[CH:46]=[CH:47][CH:48]=[CH:49][CH:50]=2)[CH:22]=[C:23]([O:27][CH2:28][C:29]2[CH:30]=[CH:31][C:32]([O:35][CH3:36])=[CH:33][CH:34]=2)[C:24](=[O:26])[CH:25]=1)=[O:16])[CH:2]=[CH2:3], predict the reactants needed to synthesize it. The reactants are: [CH2:1]([O:4][N:5]1[C:11](=[O:12])[N:10]2[CH2:13][C@H:6]1[C:7]([CH3:17])=[CH:8][C@@H:9]2[C:14]([OH:16])=O)[CH:2]=[CH2:3].[NH2:18][CH2:19][C:20]1[N:21]([O:37][CH:38]([C:45]2[CH:50]=[CH:49][CH:48]=[CH:47][CH:46]=2)[C:39]2[CH:44]=[CH:43][CH:42]=[CH:41][CH:40]=2)[CH:22]=[C:23]([O:27][CH2:28][C:29]2[CH:34]=[CH:33][C:32]([O:35][CH3:36])=[CH:31][CH:30]=2)[C:24](=[O:26])[CH:25]=1.F[P-](F)(F)(F)(F)F.N1(OC(N(C)C)=[N+](C)C)C2N=CC=CC=2N=N1.C(N(CC)C(C)C)(C)C. (4) Given the product [F:1][C:2]1[C:3]2[O:18][CH2:12][CH2:11][C:4]=2[CH:5]=[C:6]([N+:8]([O-:10])=[O:9])[CH:7]=1, predict the reactants needed to synthesize it. The reactants are: [F:1][C:2]1[C:3]([OH:18])=[C:4]([CH2:11][CH2:12]OS(C)(=O)=O)[CH:5]=[C:6]([N+:8]([O-:10])=[O:9])[CH:7]=1.C(N(CC)CC)C.O. (5) Given the product [CH:32]1([NH:28][C:23]([C:4]2[S:5][C:6]([C:7]3[CH:8]=[C:9]4[C:14](=[CH:15][CH:16]=3)[C:13]([N:17]3[CH2:22][CH2:21][O:20][CH2:19][CH2:18]3)=[N:12][N:11]=[CH:10]4)=[C:2]([CH3:1])[CH:3]=2)=[O:25])[CH2:34][CH2:33]1, predict the reactants needed to synthesize it. The reactants are: [CH3:1][C:2]1[CH:3]=[C:4]([C:23]([OH:25])=O)[S:5][C:6]=1[C:7]1[CH:8]=[C:9]2[C:14](=[CH:15][CH:16]=1)[C:13]([N:17]1[CH2:22][CH2:21][O:20][CH2:19][CH2:18]1)=[N:12][N:11]=[CH:10]2.CC[N:28]([CH:32]([CH3:34])[CH3:33])C(C)C.C1(N)CC1. (6) The reactants are: [C:1]([C:3]1[CH:4]=[C:5](B(O)O)[CH:6]=[CH:7][C:8]=1[F:9])#[N:2].Br[C:14]1[CH:15]=[C:16]([CH:18]=[CH:19][CH:20]=1)[NH2:17].[O-]P([O-])([O-])=O.[K+].[K+].[K+].C1(P(C2CCCCC2)C2CCCCC2)CCCCC1. Given the product [C:1]([C:3]1[CH:4]=[C:5]([C:14]2[CH:20]=[CH:19][CH:18]=[C:16]([NH2:17])[CH:15]=2)[CH:6]=[CH:7][C:8]=1[F:9])#[N:2], predict the reactants needed to synthesize it. (7) The reactants are: [CH2:1]([C:3]1[C:12]([CH2:13][C:14]2[CH:19]=[CH:18][C:17]([C:20]3[CH:24]=[CH:23][N:22]([CH3:25])[N:21]=3)=[CH:16][CH:15]=2)=[CH:11][C:6]([C:7]([O:9][CH3:10])=[O:8])=[C:5]([CH:26]=C)[CH:4]=1)[CH3:2].I([O-])(=O)(=O)=[O:29].[Na+].C(#N)C.O. Given the product [CH2:1]([C:3]1[C:12]([CH2:13][C:14]2[CH:19]=[CH:18][C:17]([C:20]3[CH:24]=[CH:23][N:22]([CH3:25])[N:21]=3)=[CH:16][CH:15]=2)=[CH:11][C:6]([C:7]([O:9][CH3:10])=[O:8])=[C:5]([CH:26]=[O:29])[CH:4]=1)[CH3:2], predict the reactants needed to synthesize it.